This data is from Reaction yield outcomes from USPTO patents with 853,638 reactions. The task is: Predict the reaction yield, written as a fraction of the theoretical maximum amount of product (1.0 means a 100% yield; for example, 0.34 means a 34% yield). (1) The reactants are [N:1]1[O:2][N:3]=[C:4]2[CH:9]=[C:8]([C:10]([OH:12])=O)[CH:7]=[CH:6][C:5]=12.S(Cl)([Cl:15])=O.CN(C=O)C. The catalyst is C1(C)C=CC=CC=1. The product is [N:1]1[O:2][N:3]=[C:4]2[CH:9]=[C:8]([C:10]([Cl:15])=[O:12])[CH:7]=[CH:6][C:5]=12. The yield is 0.798. (2) The reactants are C[O:2][C:3]([C:5]1[CH:10]=[C:9]([O:11][C:12]2[C:21]3[C:16](=[CH:17][CH:18]=[CH:19][CH:20]=3)[C:15]([NH:22][C:23]([NH:25][C:26]3[CH:31]=[C:30]([C:32]([CH3:35])([CH3:34])[CH3:33])[CH:29]=[C:28]([NH:36][S:37]([CH3:40])(=[O:39])=[O:38])[C:27]=3[O:41][CH3:42])=[O:24])=[CH:14][CH:13]=2)[CH:8]=[CH:7][N:6]=1)=[O:4].O.[Li+].[OH-].Cl. The catalyst is CO. The product is [C:32]([C:30]1[CH:29]=[C:28]([NH:36][S:37]([CH3:40])(=[O:38])=[O:39])[C:27]([O:41][CH3:42])=[C:26]([NH:25][C:23](=[O:24])[NH:22][C:15]2[C:16]3[C:21](=[CH:20][CH:19]=[CH:18][CH:17]=3)[C:12]([O:11][C:9]3[CH:8]=[CH:7][N:6]=[C:5]([C:3]([OH:4])=[O:2])[CH:10]=3)=[CH:13][CH:14]=2)[CH:31]=1)([CH3:35])([CH3:33])[CH3:34]. The yield is 0.900. (3) The reactants are C(OC([N:8]1[CH2:14][C:13]2[CH:15]=[C:16]([N:19]3[CH2:23][CH:22]([CH2:24][NH:25][C:26](=[O:28])[CH3:27])[O:21][C:20]3=[O:29])[CH:17]=[CH:18][C:12]=2[O:11][CH2:10][CH2:9]1)=O)(C)(C)C.[ClH:30]. The catalyst is O1CCOCC1. The product is [ClH:30].[O:29]=[C:20]1[N:19]([C:16]2[CH:17]=[CH:18][C:12]3[O:11][CH2:10][CH2:9][NH:8][CH2:14][C:13]=3[CH:15]=2)[CH2:23][CH:22]([CH2:24][NH:25][C:26](=[O:28])[CH3:27])[O:21]1. The yield is 0.920. (4) The reactants are [CH2:1]([O:8][C:9]1[CH:17]=[C:16]2[C:12]([CH2:13][C:14](=[O:18])[NH:15]2)=[CH:11][CH:10]=1)[C:2]1[CH:7]=[CH:6][CH:5]=[CH:4][CH:3]=1.[C:19]([O-])([O-])=O.[K+].[K+].CI. The catalyst is CC(C)=O. The product is [CH2:1]([O:8][C:9]1[CH:17]=[C:16]2[C:12]([CH2:13][C:14](=[O:18])[N:15]2[CH3:19])=[CH:11][CH:10]=1)[C:2]1[CH:3]=[CH:4][CH:5]=[CH:6][CH:7]=1. The yield is 0.310. (5) The reactants are [Cl:1][C:2]1[C:3]([O:9][C:10]2[CH:15]=[C:14]([O:16][CH2:17][CH2:18][O:19][CH3:20])[CH:13]=[CH:12][C:11]=2/[CH:21]=[CH:22]/[C:23]([NH:25][S:26]([CH2:29][CH2:30][CH2:31][CH2:32][CH3:33])(=[O:28])=[O:27])=[O:24])=[N:4][CH:5]=[C:6]([Cl:8])[CH:7]=1. The catalyst is CO.O1CCCC1. The product is [Cl:1][C:2]1[C:3]([O:9][C:10]2[CH:15]=[C:14]([O:16][CH2:17][CH2:18][O:19][CH3:20])[CH:13]=[CH:12][C:11]=2[CH2:21][CH2:22][C:23]([NH:25][S:26]([CH2:29][CH2:30][CH2:31][CH2:32][CH3:33])(=[O:28])=[O:27])=[O:24])=[N:4][CH:5]=[C:6]([Cl:8])[CH:7]=1. The yield is 0.690.